Dataset: Forward reaction prediction with 1.9M reactions from USPTO patents (1976-2016). Task: Predict the product of the given reaction. Given the reactants [Cl:1][C:2]1[NH:3][C:4]2[CH:10]=[CH:9][CH:8]=[CH:7][C:5]=2[N:6]=1.[C:11](O[C:11]([O:13][C:14]([CH3:17])([CH3:16])[CH3:15])=[O:12])([O:13][C:14]([CH3:17])([CH3:16])[CH3:15])=[O:12], predict the reaction product. The product is: [Cl:1][C:2]1[N:6]([C:11]([O:13][C:14]([CH3:17])([CH3:16])[CH3:15])=[O:12])[C:5]2[CH:7]=[CH:8][CH:9]=[CH:10][C:4]=2[N:3]=1.